From a dataset of Forward reaction prediction with 1.9M reactions from USPTO patents (1976-2016). Predict the product of the given reaction. Given the reactants [O:1]1[C:5]2[CH:6]=[CH:7][CH:8]=[CH:9][C:4]=2[CH:3]=[C:2]1[C:10]1[C:18]2[C:17]([O:19][CH:20]3[CH2:25][CH2:24][CH:23]([N:26](C)[C:27](=O)OC(C)(C)C)[CH2:22][CH2:21]3)=[N:16][CH:15]=[N:14][C:13]=2[S:12][CH:11]=1.Cl.C(=O)([O-])[O-].[Na+].[Na+], predict the reaction product. The product is: [O:1]1[C:5]2[CH:6]=[CH:7][CH:8]=[CH:9][C:4]=2[CH:3]=[C:2]1[C:10]1[C:18]2[C:17]([O:19][CH:20]3[CH2:21][CH2:22][CH:23]([NH:26][CH3:27])[CH2:24][CH2:25]3)=[N:16][CH:15]=[N:14][C:13]=2[S:12][CH:11]=1.